Task: Regression. Given two drug SMILES strings and cell line genomic features, predict the synergy score measuring deviation from expected non-interaction effect.. Dataset: NCI-60 drug combinations with 297,098 pairs across 59 cell lines (1) Drug 1: CC1=C(C=C(C=C1)NC2=NC=CC(=N2)N(C)C3=CC4=NN(C(=C4C=C3)C)C)S(=O)(=O)N.Cl. Drug 2: CC1=C2C(C(=O)C3(C(CC4C(C3C(C(C2(C)C)(CC1OC(=O)C(C(C5=CC=CC=C5)NC(=O)OC(C)(C)C)O)O)OC(=O)C6=CC=CC=C6)(CO4)OC(=O)C)OC)C)OC. Cell line: HL-60(TB). Synergy scores: CSS=73.1, Synergy_ZIP=23.6, Synergy_Bliss=22.9, Synergy_Loewe=-34.9, Synergy_HSA=11.6. (2) Drug 1: C1CN1C2=NC(=NC(=N2)N3CC3)N4CC4. Drug 2: C1=CC=C(C(=C1)C(C2=CC=C(C=C2)Cl)C(Cl)Cl)Cl. Cell line: UACC62. Synergy scores: CSS=26.2, Synergy_ZIP=-6.72, Synergy_Bliss=0.684, Synergy_Loewe=-18.5, Synergy_HSA=0.363. (3) Drug 1: C#CCC(CC1=CN=C2C(=N1)C(=NC(=N2)N)N)C3=CC=C(C=C3)C(=O)NC(CCC(=O)O)C(=O)O. Drug 2: CN(CCCl)CCCl.Cl. Cell line: NCI-H226. Synergy scores: CSS=5.75, Synergy_ZIP=-2.84, Synergy_Bliss=0.360, Synergy_Loewe=1.04, Synergy_HSA=1.71. (4) Drug 1: CC1=C2C(C(=O)C3(C(CC4C(C3C(C(C2(C)C)(CC1OC(=O)C(C(C5=CC=CC=C5)NC(=O)OC(C)(C)C)O)O)OC(=O)C6=CC=CC=C6)(CO4)OC(=O)C)OC)C)OC. Drug 2: CCC1=CC2CC(C3=C(CN(C2)C1)C4=CC=CC=C4N3)(C5=C(C=C6C(=C5)C78CCN9C7C(C=CC9)(C(C(C8N6C)(C(=O)OC)O)OC(=O)C)CC)OC)C(=O)OC.C(C(C(=O)O)O)(C(=O)O)O. Cell line: ACHN. Synergy scores: CSS=41.4, Synergy_ZIP=-8.03, Synergy_Bliss=-8.15, Synergy_Loewe=-5.50, Synergy_HSA=-2.38. (5) Drug 1: CC1CCC2CC(C(=CC=CC=CC(CC(C(=O)C(C(C(=CC(C(=O)CC(OC(=O)C3CCCCN3C(=O)C(=O)C1(O2)O)C(C)CC4CCC(C(C4)OC)O)C)C)O)OC)C)C)C)OC. Drug 2: C1C(C(OC1N2C=NC3=C2NC=NCC3O)CO)O. Cell line: MALME-3M. Synergy scores: CSS=21.8, Synergy_ZIP=-8.44, Synergy_Bliss=-5.25, Synergy_Loewe=-45.2, Synergy_HSA=-5.32. (6) Drug 1: CCC1(CC2CC(C3=C(CCN(C2)C1)C4=CC=CC=C4N3)(C5=C(C=C6C(=C5)C78CCN9C7C(C=CC9)(C(C(C8N6C=O)(C(=O)OC)O)OC(=O)C)CC)OC)C(=O)OC)O.OS(=O)(=O)O. Drug 2: CC1=C(C=C(C=C1)NC(=O)C2=CC=C(C=C2)CN3CCN(CC3)C)NC4=NC=CC(=N4)C5=CN=CC=C5. Cell line: EKVX. Synergy scores: CSS=0.117, Synergy_ZIP=0.110, Synergy_Bliss=-2.27, Synergy_Loewe=-1.54, Synergy_HSA=-4.09. (7) Drug 1: C1=CC(=CC=C1CCC2=CNC3=C2C(=O)NC(=N3)N)C(=O)NC(CCC(=O)O)C(=O)O. Drug 2: CCN(CC)CCCC(C)NC1=C2C=C(C=CC2=NC3=C1C=CC(=C3)Cl)OC. Cell line: COLO 205. Synergy scores: CSS=45.5, Synergy_ZIP=-1.58, Synergy_Bliss=-4.39, Synergy_Loewe=-2.87, Synergy_HSA=3.05.